Dataset: Forward reaction prediction with 1.9M reactions from USPTO patents (1976-2016). Task: Predict the product of the given reaction. (1) Given the reactants Br[C:2]1[CH:3]=[CH:4][C:5]([F:12])=[C:6]([C:8]([F:11])([F:10])[F:9])[CH:7]=1.[CH3:13][C@H:14]1[CH2:19][NH:18][CH2:17][C@@H:16]([CH3:20])[N:15]1[CH2:21][CH2:22][CH3:23].Cl, predict the reaction product. The product is: [F:12][C:5]1[CH:4]=[CH:3][C:2]([N:18]2[CH2:17][C@@H:16]([CH3:20])[N:15]([CH2:21][CH2:22][CH3:23])[C@@H:14]([CH3:13])[CH2:19]2)=[CH:7][C:6]=1[C:8]([F:11])([F:10])[F:9]. (2) Given the reactants [CH2:1]1[C:10]2[C:5](=[CH:6][CH:7]=[CH:8][CH:9]=2)[CH2:4][CH2:3][N:2]1[CH2:11][CH2:12][CH2:13][CH2:14][O:15][C:16]1[N:25]=[C:24]2[C:19]([CH:20]=[CH:21][C:22](=[O:26])[NH:23]2)=[CH:18][CH:17]=1.[CH2:27]1C2C(=CC(C#N)=CC=2)CC[NH:28]1, predict the reaction product. The product is: [O:26]=[C:22]1[NH:23][C:24]2[N:25]=[C:16]([O:15][CH2:14][CH2:13][CH2:12][CH2:11][N:2]3[CH2:3][CH2:4][C:5]4[C:10](=[CH:9][CH:8]=[C:7]([C:27]#[N:28])[CH:6]=4)[CH2:1]3)[CH:17]=[CH:18][C:19]=2[CH:20]=[CH:21]1.